Dataset: Catalyst prediction with 721,799 reactions and 888 catalyst types from USPTO. Task: Predict which catalyst facilitates the given reaction. Reactant: [N:1]1[C:10]2[C:5](=[CH:6][CH:7]=[CH:8][C:9]=2[O:11][C@H:12]([CH3:17])[C:13]([O:15]C)=O)[CH:4]=[CH:3][CH:2]=1.[NH2:18][CH2:19][C@@H:20]([OH:31])[CH2:21][N:22]1[CH2:30][C:29]2[C:24](=[CH:25][CH:26]=[CH:27][CH:28]=2)[CH2:23]1. Product: [OH:31][C@@H:20]([CH2:21][N:22]1[CH2:23][C:24]2[C:29](=[CH:28][CH:27]=[CH:26][CH:25]=2)[CH2:30]1)[CH2:19][NH:18][C:13](=[O:15])[C@H:12]([O:11][C:9]1[CH:8]=[CH:7][CH:6]=[C:5]2[C:10]=1[N:1]=[CH:2][CH:3]=[CH:4]2)[CH3:17]. The catalyst class is: 14.